This data is from NCI-60 drug combinations with 297,098 pairs across 59 cell lines. The task is: Regression. Given two drug SMILES strings and cell line genomic features, predict the synergy score measuring deviation from expected non-interaction effect. (1) Drug 1: C1=CC(=CC=C1CC(C(=O)O)N)N(CCCl)CCCl.Cl. Drug 2: CC1C(C(=O)NC(C(=O)N2CCCC2C(=O)N(CC(=O)N(C(C(=O)O1)C(C)C)C)C)C(C)C)NC(=O)C3=C4C(=C(C=C3)C)OC5=C(C(=O)C(=C(C5=N4)C(=O)NC6C(OC(=O)C(N(C(=O)CN(C(=O)C7CCCN7C(=O)C(NC6=O)C(C)C)C)C)C(C)C)C)N)C. Cell line: HCC-2998. Synergy scores: CSS=14.5, Synergy_ZIP=5.54, Synergy_Bliss=12.3, Synergy_Loewe=9.21, Synergy_HSA=9.28. (2) Drug 1: CC1=C(C(=O)C2=C(C1=O)N3CC4C(C3(C2COC(=O)N)OC)N4)N. Drug 2: CC1CCCC2(C(O2)CC(NC(=O)CC(C(C(=O)C(C1O)C)(C)C)O)C(=CC3=CSC(=N3)C)C)C. Cell line: SNB-19. Synergy scores: CSS=55.2, Synergy_ZIP=-3.82, Synergy_Bliss=-5.69, Synergy_Loewe=-1.97, Synergy_HSA=0.612.